This data is from Forward reaction prediction with 1.9M reactions from USPTO patents (1976-2016). The task is: Predict the product of the given reaction. (1) Given the reactants [CH2:1]([N:4]([CH2:42][CH2:43][CH3:44])[CH2:5][C@H:6]([NH:8][C:9]([C:11]1[CH:16]=[CH:15][C:14]([C:17]2[CH2:21][CH2:20][C@:19]([C:34]3[CH:39]=[CH:38][CH:37]=[C:36]([F:40])[C:35]=3[CH3:41])([C:22]([O:24]CC3C=CC(OC)=CC=3)=[O:23])[CH:18]=2)=[CH:13][CH:12]=1)=[O:10])[CH3:7])[CH2:2][CH3:3].C([O-])=O.[NH4+], predict the reaction product. The product is: [CH2:1]([N:4]([CH2:42][CH2:43][CH3:44])[CH2:5][C@H:6]([NH:8][C:9]([C:11]1[CH:16]=[CH:15][C:14]([CH:17]2[CH2:21][CH2:20][C@:19]([C:34]3[CH:39]=[CH:38][CH:37]=[C:36]([F:40])[C:35]=3[CH3:41])([C:22]([OH:24])=[O:23])[CH2:18]2)=[CH:13][CH:12]=1)=[O:10])[CH3:7])[CH2:2][CH3:3]. (2) Given the reactants Cl[CH2:2][C:3]1[CH:8]=[CH:7][C:6]([O:9][CH3:10])=[CH:5][CH:4]=1.[I:11][C:12]1[C:20]2[C:15](=[N:16][CH:17]=[C:18]([C:34]3[CH:39]=[CH:38][CH:37]=[CH:36][CH:35]=3)[C:19]=2[N:21]2[CH2:26][CH2:25][N:24]([C:27]([O:29][C:30]([CH3:33])([CH3:32])[CH3:31])=[O:28])[CH2:23][CH2:22]2)[NH:14][N:13]=1.C([O-])([O-])=O.[K+].[K+].CCOC(C)=O, predict the reaction product. The product is: [I:11][C:12]1[C:20]2[C:15](=[N:16][CH:17]=[C:18]([C:34]3[CH:35]=[CH:36][CH:37]=[CH:38][CH:39]=3)[C:19]=2[N:21]2[CH2:26][CH2:25][N:24]([C:27]([O:29][C:30]([CH3:33])([CH3:32])[CH3:31])=[O:28])[CH2:23][CH2:22]2)[N:14]([CH2:2][C:3]2[CH:8]=[CH:7][C:6]([O:9][CH3:10])=[CH:5][CH:4]=2)[N:13]=1. (3) Given the reactants Cl[CH2:2][C:3]1[CH:4]=[C:5]([C:9]2[CH:10]=[C:11]3[C:16](=[CH:17][CH:18]=2)[N:15]([CH3:19])[C:14](=[O:20])[CH2:13][CH2:12]3)[CH:6]=[N:7][CH:8]=1.[F:21][C:22]1[CH:23]=[CH:24][C:25](=[O:28])[NH:26][CH:27]=1.C([O-])([O-])=O.[K+].[K+], predict the reaction product. The product is: [F:21][C:22]1[CH:23]=[CH:24][C:25]([O:28][CH2:2][C:3]2[CH:4]=[C:5]([C:9]3[CH:10]=[C:11]4[C:16](=[CH:17][CH:18]=3)[N:15]([CH3:19])[C:14](=[O:20])[CH2:13][CH2:12]4)[CH:6]=[N:7][CH:8]=2)=[N:26][CH:27]=1. (4) Given the reactants Cl[C:2]1[N:7]=[C:6]2[N:8]([CH:11]3[CH2:16][CH2:15][CH2:14][CH2:13][O:12]3)[N:9]=[CH:10][C:5]2=[C:4]([O:17][C:18]2[CH:23]=[CH:22][CH:21]=[C:20]([N+:24]([O-:26])=[O:25])[CH:19]=2)[N:3]=1.[CH3:27][O:28][C:29]1[CH:34]=[C:33]([N:35]2[CH2:40][CH2:39][N:38]([CH3:41])[CH2:37][CH2:36]2)[CH:32]=[CH:31][C:30]=1[NH:42]C1N=C(OC2C=CC=C([N+]([O-])=O)C=2)C2C(=CC=CC=2)N=1.CC(C1C=C(C(C)C)C(C2C=CC=CC=2P(C2CCCCC2)C2CCCCC2)=C(C(C)C)C=1)C.C([O-])([O-])=O.[Cs+].[Cs+], predict the reaction product. The product is: [CH3:27][O:28][C:29]1[CH:34]=[C:33]([N:35]2[CH2:36][CH2:37][N:38]([CH3:41])[CH2:39][CH2:40]2)[CH:32]=[CH:31][C:30]=1[NH:42][C:2]1[N:7]=[C:6]2[N:8]([CH:11]3[CH2:16][CH2:15][CH2:14][CH2:13][O:12]3)[N:9]=[CH:10][C:5]2=[C:4]([O:17][C:18]2[CH:23]=[CH:22][CH:21]=[C:20]([N+:24]([O-:26])=[O:25])[CH:19]=2)[N:3]=1. (5) Given the reactants [CH3:1][O:2][C:3](=[O:21])[C@H:4]([CH2:13][C:14]1[CH:19]=[CH:18][C:17]([OH:20])=[CH:16][CH:15]=1)[NH:5][C:6]([O:8][C:9]([CH3:12])([CH3:11])[CH3:10])=[O:7].[H-].[Na+].[C:24]([C:26]1[CH:33]=[CH:32][C:29]([CH2:30]Br)=[CH:28][CH:27]=1)#[N:25], predict the reaction product. The product is: [CH3:1][O:2][C:3](=[O:21])[C@@H:4]([NH:5][C:6]([O:8][C:9]([CH3:12])([CH3:10])[CH3:11])=[O:7])[CH2:13][C:14]1[CH:19]=[CH:18][C:17]([O:20][CH2:30][C:29]2[CH:32]=[CH:33][C:26]([C:24]#[N:25])=[CH:27][CH:28]=2)=[CH:16][CH:15]=1. (6) Given the reactants [CH2:1]([O:8][C:9]1[CH:14]=[CH:13][N:12]([C:15]2[CH:20]=[CH:19][C:18]3[C:21]4[CH2:26][CH2:25][N:24](C(OC(C)(C)C)=O)[CH2:23][C:22]=4[S:34][C:17]=3[CH:16]=2)[C:11](=[O:35])[CH:10]=1)[C:2]1[CH:7]=[CH:6][CH:5]=[CH:4][CH:3]=1.Cl, predict the reaction product. The product is: [CH2:1]([O:8][C:9]1[CH:14]=[CH:13][N:12]([C:15]2[CH:20]=[CH:19][C:18]3[C:21]4[CH2:26][CH2:25][NH:24][CH2:23][C:22]=4[S:34][C:17]=3[CH:16]=2)[C:11](=[O:35])[CH:10]=1)[C:2]1[CH:3]=[CH:4][CH:5]=[CH:6][CH:7]=1. (7) The product is: [NH:2]1[C:6]2[CH:7]=[CH:8][CH:9]=[CH:10][C:5]=2[N:4]=[C:3]1[S:11]([CH2:12][C:13]1[N:18]=[C:17]([NH2:19])[CH:16]=[CH:15][CH:14]=1)=[O:46]. Given the reactants O.[NH:2]1[C:6]2[CH:7]=[CH:8][CH:9]=[CH:10][C:5]=2[N:4]=[C:3]1[S:11][CH2:12][C:13]1[N:18]=[C:17]([NH2:19])[CH:16]=[CH:15][CH:14]=1.[NH:2]1[C:6]2[CH:7]=[CH:8][CH:9]=[CH:10][C:5]=2[N:4]=[C:3]1[S:11][CH2:12][C:13]1[N:18]=[C:17]([NH2:19])[CH:16]=[CH:15][CH:14]=1.ClC1C=CC=C(C(OO)=[O:46])C=1, predict the reaction product.